From a dataset of Reaction yield outcomes from USPTO patents with 853,638 reactions. Predict the reaction yield, written as a fraction of the theoretical maximum amount of product (1.0 means a 100% yield; for example, 0.34 means a 34% yield). (1) The reactants are [F:1][C:2]([F:19])([S:15]([O-:18])(=[O:17])=[O:16])[CH:3]([O:8]C(=O)C(C)(C)C)[C:4]([F:7])([F:6])[F:5].[CH2:20]([N+:27]([CH3:30])([CH3:29])[CH3:28])[C:21]1[CH:26]=[CH:25][CH:24]=[CH:23][CH:22]=1.[OH-].[Na+].Cl. The catalyst is CO.O. The product is [F:19][C:2]([F:1])([S:15]([O-:18])(=[O:16])=[O:17])[CH:3]([OH:8])[C:4]([F:5])([F:7])[F:6].[CH2:20]([N+:27]([CH3:30])([CH3:29])[CH3:28])[C:21]1[CH:26]=[CH:25][CH:24]=[CH:23][CH:22]=1. The yield is 0.980. (2) The reactants are IC.[C:3](=O)([O-])[O-].[K+].[K+].[C:9]([O:13][C:14]([N:16]([CH3:26])[C@H:17]([C:22]([NH:24][CH3:25])=[O:23])[C:18](=[O:21])[O:19][CH3:20])=[O:15])([CH3:12])([CH3:11])[CH3:10]. The catalyst is C(#N)C. The product is [C:9]([O:13][C:14]([N:16]([CH3:26])[C@:17]([CH3:3])([C:22]([NH:24][CH3:25])=[O:23])[C:18](=[O:21])[O:19][CH3:20])=[O:15])([CH3:11])([CH3:10])[CH3:12]. The yield is 0.780. (3) The catalyst is C1COCC1.CO.O. The reactants are [CH2:1]([O:4][C:5]1[CH:16]=[C:15]([N+:17]([O-:19])=[O:18])[CH:14]=[CH:13][C:6]=1[C:7]([O:9]CC=C)=[O:8])[CH:2]=[CH2:3].[OH-].[K+]. The yield is 0.940. The product is [CH2:1]([O:4][C:5]1[CH:16]=[C:15]([N+:17]([O-:19])=[O:18])[CH:14]=[CH:13][C:6]=1[C:7]([OH:9])=[O:8])[CH:2]=[CH2:3]. (4) The reactants are [C:1]([C:5]1[CH:13]=[CH:12][C:8]([C:9]([OH:11])=O)=[CH:7][CH:6]=1)([CH3:4])([CH3:3])[CH3:2].CN1CCN(C)CC1.ClC1N=C(OC)N=C(OC)N=1.[CH2:33]([NH2:40])[C:34]1[CH:39]=[CH:38][CH:37]=[CH:36][CH:35]=1.C(O)(=O)CC(CC(O)=O)(C(O)=O)O. The catalyst is ClCCl.C1COCC1. The product is [CH2:33]([NH:40][C:9](=[O:11])[C:8]1[CH:7]=[CH:6][C:5]([C:1]([CH3:2])([CH3:3])[CH3:4])=[CH:13][CH:12]=1)[C:34]1[CH:39]=[CH:38][CH:37]=[CH:36][CH:35]=1. The yield is 0.880. (5) The reactants are C([N-]C(C)C)(C)C.[Li+].Br[CH2:10][CH2:11][CH2:12][CH2:13][CH2:14][Br:15].[C:16]([O:21][CH2:22][CH3:23])(=[O:20])[CH:17]([CH3:19])[CH3:18]. The catalyst is C1COCC1. The product is [CH2:22]([O:21][C:16](=[O:20])[C:17]([CH3:19])([CH3:18])[CH2:10][CH2:11][CH2:12][CH2:13][CH2:14][Br:15])[CH3:23]. The yield is 0.600. (6) The reactants are [CH3:1][O:2][C:3]1[CH:4]=[C:5]2[C:10](=[CH:11][C:12]=1[O:13][CH3:14])[N:9]=[CH:8][N:7]=[C:6]2[O:15][C:16]1[CH:22]=[CH:21][C:19]([NH2:20])=[CH:18][C:17]=1[CH3:23].ClC(Cl)(O[C:28](=[O:34])OC(Cl)(Cl)Cl)Cl.[CH2:36]([NH2:39])[CH2:37][CH3:38].CO. The catalyst is C(Cl)(Cl)Cl.C(N(CC)CC)C. The product is [CH3:1][O:2][C:3]1[CH:4]=[C:5]2[C:10](=[CH:11][C:12]=1[O:13][CH3:14])[N:9]=[CH:8][N:7]=[C:6]2[O:15][C:16]1[CH:22]=[CH:21][C:19]([NH:20][C:28]([NH:39][CH2:36][CH2:37][CH3:38])=[O:34])=[CH:18][C:17]=1[CH3:23]. The yield is 0.470. (7) The reactants are C([CH:4]1[CH2:7][CH:6]([N:8]2[C:13](=[O:14])[C:12]([CH2:15][C:16]3[CH:21]=[CH:20][C:19]([C:22]4[C:23]([C:28]#[N:29])=[CH:24][CH:25]=[CH:26][CH:27]=4)=[CH:18][C:17]=3[F:30])=[C:11]([CH2:31][CH2:32][CH3:33])[N:10]3[N:34]=[CH:35][N:36]=[C:9]23)[CH2:5]1)(=O)C.OO.FC(F)(F)C(OC(=O)C(F)(F)F)=[O:42].C(=O)([O-])O.[Na+].S([O-])([O-])(=O)=S.[Na+].[Na+].CC(OI1(OC(C)=O)(OC(C)=O)OC(=O)C2C=CC=CC1=2)=O. The catalyst is C(#N)C.C(Cl)(Cl)Cl. The product is [F:30][C:17]1[CH:18]=[C:19]([C:22]2[C:23]([C:28]#[N:29])=[CH:24][CH:25]=[CH:26][CH:27]=2)[CH:20]=[CH:21][C:16]=1[CH2:15][C:12]1[C:13](=[O:14])[N:8]([C@H:6]2[CH2:5][C@@H:4]([OH:42])[CH2:7]2)[C:9]2[N:10]([N:34]=[CH:35][N:36]=2)[C:11]=1[CH2:31][CH2:32][CH3:33]. The yield is 0.750. (8) The reactants are [CH2:1]([NH:3][C:4]1[C:13]2[C:8](=[CH:9][CH:10]=[CH:11][CH:12]=2)[CH:7]=[CH:6][CH:5]=1)[CH3:2].C(N(C(C)C)CC)(C)C.Br[CH2:24][CH2:25][CH2:26][C:27]([O:29][CH2:30][CH3:31])=[O:28]. No catalyst specified. The product is [CH2:1]([N:3]([C:4]1[C:13]2[C:8](=[CH:9][CH:10]=[CH:11][CH:12]=2)[CH:7]=[CH:6][CH:5]=1)[CH2:24][CH2:25][CH2:26][C:27]([O:29][CH2:30][CH3:31])=[O:28])[CH3:2]. The yield is 0.320. (9) The reactants are [Cl:1][C:2]1[CH:7]=[CH:6][C:5]([N:8]2[C:16]([CH:17]([CH:20]3[CH2:25][CH2:24][CH2:23][CH2:22][CH2:21]3)[CH2:18][OH:19])=[C:15]3[C:10]([CH:11]=[CH:12][CH:13]=[CH:14]3)=[N:9]2)=[CH:4][CH:3]=1.[CH3:26][O:27][C:28](=[O:38])[C:29]1[CH:34]=[C:33]([CH3:35])[C:32](O)=[C:31]([CH3:37])[CH:30]=1.C1(P(C2C=CC=CC=2)C2C=CC=CC=2)C=CC=CC=1.N(C(OC(C)(C)C)=O)=NC(OC(C)(C)C)=O. The catalyst is C1COCC1. The product is [CH3:26][O:27][C:28](=[O:38])[C:29]1[CH:30]=[C:31]([CH3:37])[C:32]([O:19][CH2:18][CH:17]([C:16]2[N:8]([C:5]3[CH:6]=[CH:7][C:2]([Cl:1])=[CH:3][CH:4]=3)[N:9]=[C:10]3[C:15]=2[CH:14]=[CH:13][CH:12]=[CH:11]3)[CH:20]2[CH2:25][CH2:24][CH2:23][CH2:22][CH2:21]2)=[C:33]([CH3:35])[CH:34]=1. The yield is 0.270. (10) The reactants are [CH3:1][C:2]1[CH:7]=[CH:6][N:5]=[CH:4][C:3]=1[N:8]1[CH2:12][CH2:11][NH:10][C:9]1=[O:13].[CH3:14][O:15][C:16](=[O:25])[C:17]1[CH:22]=[C:21](Br)[CH:20]=[CH:19][C:18]=1[F:24].N[C@@H]1CCCC[C@H]1N.P([O-])([O-])([O-])=O.[K+].[K+].[K+]. The catalyst is [Cu](I)I.O1CCOCC1. The product is [CH3:14][O:15][C:16](=[O:25])[C:17]1[CH:22]=[C:21]([N:10]2[CH2:11][CH2:12][N:8]([C:3]3[CH:4]=[N:5][CH:6]=[CH:7][C:2]=3[CH3:1])[C:9]2=[O:13])[CH:20]=[CH:19][C:18]=1[F:24]. The yield is 0.888.